From a dataset of TCR-epitope binding with 47,182 pairs between 192 epitopes and 23,139 TCRs. Binary Classification. Given a T-cell receptor sequence (or CDR3 region) and an epitope sequence, predict whether binding occurs between them. (1) The epitope is LLLGIGILV. The TCR CDR3 sequence is CSARPRPGQGHYSNQPQHF. Result: 1 (the TCR binds to the epitope). (2) The epitope is SFHSLHLLF. The TCR CDR3 sequence is CASSHGTSNQPQHF. Result: 0 (the TCR does not bind to the epitope). (3) The epitope is SEETGTLIV. The TCR CDR3 sequence is CASSRLLALRGYEQFF. Result: 1 (the TCR binds to the epitope). (4) The epitope is FVRATATIPI. The TCR CDR3 sequence is CASGAGGPLNEQFF. Result: 0 (the TCR does not bind to the epitope). (5) The epitope is LSDDAVVCFNSTY. The TCR CDR3 sequence is CASSQFLAGGYNEQFF. Result: 0 (the TCR does not bind to the epitope).